From a dataset of Forward reaction prediction with 1.9M reactions from USPTO patents (1976-2016). Predict the product of the given reaction. (1) Given the reactants [CH3:1][C:2]1[N:10]=[CH:9][CH:8]=[CH:7][C:3]=1[C:4]([OH:6])=O.CN(C(ON1N=NC2C=CC=NC1=2)=[N+](C)C)C.F[P-](F)(F)(F)(F)F.CCN(C(C)C)C(C)C.[NH:44]1[C:52]2[C:47](=[C:48]([C:53]3[CH:54]=[C:55]([NH2:62])[C:56]4[CH:57]=[N:58][NH:59][C:60]=4[CH:61]=3)[CH:49]=[CH:50][CH:51]=2)[CH:46]=[CH:45]1, predict the reaction product. The product is: [NH:44]1[C:52]2[C:47](=[C:48]([C:53]3[CH:61]=[C:60]4[C:56]([CH:57]=[N:58][NH:59]4)=[C:55]([NH:62][C:4]([C:3]4[C:2]([CH3:1])=[N:10][CH:9]=[CH:8][CH:7]=4)=[O:6])[CH:54]=3)[CH:49]=[CH:50][CH:51]=2)[CH:46]=[CH:45]1. (2) Given the reactants [Li+].[CH3:2][CH:3]([N-:5]C(C)C)C.[CH2:9]([O:11][C:12]([CH:14]1[CH2:19][CH2:18][N:17]([C:20]([O:22][C:23]([CH3:26])([CH3:25])[CH3:24])=[O:21])[CH2:16][CH2:15]1)=[O:13])[CH3:10].BrCC#N, predict the reaction product. The product is: [CH2:9]([O:11][C:12]([C:14]1([CH2:2][C:3]#[N:5])[CH2:19][CH2:18][N:17]([C:20]([O:22][C:23]([CH3:25])([CH3:24])[CH3:26])=[O:21])[CH2:16][CH2:15]1)=[O:13])[CH3:10].